Task: Predict the reactants needed to synthesize the given product.. Dataset: Full USPTO retrosynthesis dataset with 1.9M reactions from patents (1976-2016) (1) Given the product [N:1]1([CH:5]2[CH:14]([CH2:15][C:16]3[CH:17]=[CH:18][CH:19]=[CH:20][CH:21]=3)[C:13]3[CH:12]=[C:11]([CH2:22][NH2:23])[CH:10]=[CH:9][C:8]=3[CH2:7][CH2:6]2)[CH2:4][CH2:3][CH2:2]1, predict the reactants needed to synthesize it. The reactants are: [N:1]1([CH:5]2[CH:14]([CH2:15][C:16]3[CH:21]=[CH:20][CH:19]=[CH:18][CH:17]=3)[C:13]3[CH:12]=[C:11]([C:22]#[N:23])[CH:10]=[CH:9][C:8]=3[CH2:7][CH2:6]2)[CH2:4][CH2:3][CH2:2]1.ClCCl. (2) Given the product [CH3:9][O:8][C:5]1[CH:6]=[CH:7][C:2]([N:10]2[CH2:15][CH2:14][O:13][CH2:12][CH2:11]2)=[CH:3][CH:4]=1, predict the reactants needed to synthesize it. The reactants are: Cl[C:2]1[CH:7]=[CH:6][C:5]([O:8][CH3:9])=[CH:4][CH:3]=1.[NH:10]1[CH2:15][CH2:14][O:13][CH2:12][CH2:11]1.CC(C)([O-])C.[Na+]. (3) Given the product [CH3:1][C:2]([CH3:20])([CH3:19])[C:3]#[C:4][C:5]1[S:6][C:7]([C:10]2[CH:15]=[CH:14][CH:13]=[CH:12][C:11]=2[NH2:16])=[CH:8][CH:9]=1, predict the reactants needed to synthesize it. The reactants are: [CH3:1][C:2]([CH3:20])([CH3:19])[C:3]#[C:4][C:5]1[S:6][C:7]([C:10]2[CH:15]=[CH:14][CH:13]=[CH:12][C:11]=2[N+:16]([O-])=O)=[CH:8][CH:9]=1.O1CCCC1. (4) Given the product [CH3:1][O:2][C:3]1[CH:10]=[C:9]([N+:11]([O-:13])=[O:12])[CH:8]=[CH:7][C:4]=1[CH2:5][OH:6], predict the reactants needed to synthesize it. The reactants are: [CH3:1][O:2][C:3]1[CH:10]=[C:9]([N+:11]([O-:13])=[O:12])[CH:8]=[CH:7][C:4]=1[CH:5]=[O:6].[BH4-].[Na+]. (5) The reactants are: [Na:1].[CH3:2][C:3]1[C:4]([CH2:22][S:23]([C:25]2[NH:29][C:28]3[CH:30]=[CH:31][CH:32]=[CH:33][C:27]=3[N:26]=2)=[O:24])=[N:5][CH:6]=[CH:7][C:8]=1[O:9][CH2:10]C1(C)OCC2(OCCO2)CO1.[CH3:34][C:35]1([CH2:45]CO)[O:44][CH2:43][C:38]2([O:42][CH2:41][CH2:40][O:39]2)[CH2:37][O:36]1.N1C2C=[C:54]3[O:60]CC[O:57][C:55]3=CC=2N=C1S. Given the product [Na:1].[CH3:2][C:3]1[C:4]([CH2:22][S:23]([C:25]2[NH:29][C:28]3[CH:30]=[C:31]4[O:60][CH2:54][CH2:55][O:57][C:32]4=[CH:33][C:27]=3[N:26]=2)=[O:24])=[N:5][CH:6]=[CH:7][C:8]=1[O:9][CH2:10][CH2:45][C:35]1([CH3:34])[O:36][CH2:37][C:38]2([O:39][CH2:40][CH2:41][O:42]2)[CH2:43][O:44]1, predict the reactants needed to synthesize it. (6) The reactants are: [CH3:1][N:2]1[CH2:7][CH2:6][N:5]([C:8]2[CH:9]=[C:10]([OH:14])[CH:11]=[CH:12][CH:13]=2)[CH2:4][CH2:3]1.Cl[C:16]1[C:21]([Cl:22])=[CH:20][C:19]([N+:23]([O-:25])=[O:24])=[CH:18][N:17]=1. Given the product [Cl:22][C:21]1[C:16]([O:14][C:10]2[CH:9]=[C:8]([N:5]3[CH2:4][CH2:3][N:2]([CH3:1])[CH2:7][CH2:6]3)[CH:13]=[CH:12][CH:11]=2)=[N:17][CH:18]=[C:19]([N+:23]([O-:25])=[O:24])[CH:20]=1, predict the reactants needed to synthesize it.